From a dataset of Human Reference Interactome with 51,813 positive PPI pairs across 8,248 proteins, plus equal number of experimentally-validated negative pairs. Binary Classification. Given two protein amino acid sequences, predict whether they physically interact or not. (1) Protein 1 (ENSG00000075391) has sequence MELSPSSGGAAEALSWPEMFPALESDSPLPPEDLDAVVPVSGAVAGGMLDRILLESVCQQQSWVRVYDVKGPPTHRLSCGQSPYTETTTWERKYCILTDSQLVLLNKEKEIPVEGGQEQQTDSTKGRCLRRTVSVPSEGQFPEYPPEGATKLEVPAERSPRRRSISGTSTSEKPNSMDTANTSPFKVPGFFSKRLKGSIKRTKSQSKLDRNTSFRLPSLRSTDDRSRGLPKLKESRSHESLLSPCSTVECLDLGRGEPVSVKPLHSSILGQDFCFEVTYLSGSKCFSCNSASERDKWMEN.... Protein 2 (ENSG00000088538) has sequence MWTPTEEEKYGVVICSFRGSVPQGLVLEIGETVQILEKCEGWYRGVSTKKPNVKGIFPANYIHLKKAIVSNRGQYETVVPLEDSIVTEVTATLQEWASLWKQLYVKHKVDLFYKLRHVMNELIDLRRQLLSGHLTQDQVREVKRHITVRLDWGNEHLGLDLVPRKDFEVVDSDQISVSDLYKMHLSSRQSVQQSTSQVDTMRPRHGETCRMPVPHHFFLSLKSFTYNTIGEDTDVFFSLYDMREGKQISERFLVRLNKNGGPRNPEKIERMCALFTDLSSKDMKRDLYIVAHVIRIGRML.... Result: 0 (the proteins do not interact). (2) Protein 1 (ENSG00000160741) has sequence MATSGANGPGSATASASNPRKFSEKIALQKQRQAEETAAFEEVMMDIGSTRDKL*MATSGANGPGSATASASNPRKFSEKIALQKQRQAEETAAFEEVMMDIGSTRLQAQKLRLAYTRSSHYGGSLPNVNQIGSGLAEFQSPLHSPLDSSRSTRHHGLVERVQRDPRRMVSPLRRYTRHIDSSPYSPAYLSPPPESSWRRTMAWGNFPAEKGQLFRLPSALNRTSSDSALHTSVMNPSPQDTYPGPTPPSILPSRRGGILDGEMDPKVPAIEENLLDDKHLLKPWDAKKLSSSSSRPRSC.... Protein 2 (ENSG00000160781) has sequence MLSLKLPQLLQVHQVPRVFWEDGIMSGYRRPTSSALDCVLSSFQMTNETVNIWTHFLPTWYFLWRLLALAGGPGFRAEPYHWPLLVFLLPACLYPFASCCAHTFSSMSPRMRHICYFLDYGALSLYSLGCAFPYAAYSMPASWLHGHLHQFFVPAAALNSFLCTGLSCYSRFLELESPGLSKVLRTGAFAYPFLFDNLPLFYRLGLCWGRGHGCGQEALSTSHGYHLFCALLTGFLFASHLPERLAPGRFDYIGHSHQLFHICAVLGTHFQLEAVLADMGSRRAWLATQEPALGLAGTVA.... Result: 0 (the proteins do not interact). (3) Protein 1 (ENSG00000167325) has sequence MHVIKRDGRQERVMFDKITSRIQKLCYGLNMDFVDPAQITMKVIQGLYSGVTTVELDTLAAETAATLTTKHPDYAILAARIAVSNLHKETKKVFSDVMEDLYNYINPHNGKHSPMVAKSTLDIVLANKDRLNSAIIYDRDFSYNYFGFKTLERSYLLKINGKVAERPQHMLMRVSVGIHKEDIDAAIETYNLLSERWFTHASPTLFNAGTNRPQLSSCFLLSMKDDSIEGIYDTLKQCALISKSAGGIGVAVSCIRATGSYIAGTNGNSNGLVPMLRVYNNTARYVDQGGNKRPGAFAIY.... Protein 2 (ENSG00000177689) has sequence MPRGQKSKLRAREKRRQARGGLEDLIDALDILEEEEESPPSASACLKDVFQSSLDGASNNPHGLREAQSTSTSATAASHTRHPEGVNDQMEERPICTQDLEATDSFPRGPVDEKVIILVHYLLYKYQMKEPITKADMLRNVTQMSKSQFPVILSRASEHLELIFGLDLKEVEPNKHIYVLVNKLDLGCDAKLSDETGVPKTGLLMTVLGIIFTNGNCVAEEEVWKVFNTMGLYDGIEHFMFGEPRKLLTKDLVKENYLEYQQVPNSDPPRYQFLWGPRAHAETSKMKVLEFLAKVNDTAP.... Result: 0 (the proteins do not interact). (4) Protein 1 (ENSG00000147642) has sequence MGPLRESKKEHRVQHHDKEISRSRIPRLILRPHMPQQQHKVSPASESPFSEEESREFNPSSSGRSARTVSSNSFCSDDTGCPSSQSVSPVKTPSDAGNSPIGFCPGSDEGFTRKKCTIGMVGEGSIQSSRYKKESKSGLVKPGSEADFSSSSSTGSISAPEVHMSTAGSKRSSSSRNRGPHGRSNGASSHKPGSSPSSPREKDLLSMLCRNQLSPVNIHPSYAPSSPSSSNSGSYKGSDCSPIMRRSGRYMSCGENHGVRPPNPEQYLTPLQQKEVTVRHLKTKLKESERRLHERESEIV.... Protein 2 (ENSG00000277632) has sequence MQVSTAALAVLLCTMALCNQFSASLAADTPTACCFSYTSRQIPQNFIADYFETSSQCSKPGVIFLTKRSRQVCADPSEEWVQKYVSDLELSA*. Result: 0 (the proteins do not interact). (5) Protein 1 (ENSG00000138435) has sequence MEPWPLLLLFSLCSAGLVLGSEHETRLVAKLFKDYSSVVRPVEDHRQVVEVTVGLQLIQLINVDEVNQIVTTNVRLKQGDMVDLPRPSCVTLGVPLFSHLQNEQWVDYNLKWNPDDYGGVKKIHIPSEKIWRPDLVLYNNADGDFAIVKFTKVLLQYTGHITWTPPAIFKSYCEIIVTHFPFDEQNCSMKLGTWTYDGSVVAINPESDQPDLSNFMESGEWVIKESRGWKHSVTYSCCPDTPYLDITYHFVMQRLPLYFIVNVIIPCLLFSFLTGLVFYLPTDSGEKMTLSISVLLSLTV.... Protein 2 (ENSG00000142166) has sequence MMVVLLGATTLVLVAVAPWVLSAAAGGKNLKSPQKVEVDIIDDNFILRWNRSDESVGNVTFSFDYQKTGMDNWIKLSGCQNITSTKCNFSSLKLNVYEEIKLRIRAEKENTSSWYEVDSFTPFRKAQIGPPEVHLEAEDKAIVIHISPGTKDSVMWALDGLSFTYSLVIWKNSSGVEERIENIYSRHKIYKLSPETTYCLKVKAALLTSWKIGVYSPVHCIKTTVENELPPPENIEVSVQNQNYVLKWDYTYANMTFQVQWLHAFLKRNPGNHLYKWKQIPDCENVKTTQCVFPQNVFQK.... Result: 0 (the proteins do not interact). (6) Protein 1 (ENSG00000213762) has sequence MTLVTAGGAWTGPGCWHEVKDEESSSEQSISIAVSHVNTSKAGLPAQTALPCDICGPILKDILHLDEHQGTHHGLKLHTCGACGRQFWFSANLHQYQKCYSIEQPLRRDKSEASIVKNCTVSKEPHPSEKPFTCKEEQKNFQATLGGCQQKAIHSKRKTHRSTESGDAFHGEQMHYKCSECGKAFSRKDTLVQHQRIHSGEKPYECSECGKAFSRKATLVQHQRIHTGERPYECSECGKTFSRKDNLTQHKRIHTGEMPYKCNECGKYFSHHSNLIVHQRVHNGARPYKCSDCGKVFRHK.... Protein 2 (ENSG00000172367) has sequence MEKAADLQDTASLTLKFKFNPKLGIDNPVLSLAEDHDPYDPWSLERPRFCLLSKEEGKSFGFHLQQELGRAGHVVCRVDPGTSAQRQGLQEGDRILAVNNDVVEHEDYAVVVRRIRASSPRVLLTVLARHAHDVARAQLGEDAHLCPTLGPGVRPRLCHIVKDEGGFGFSVTHGNQGPFWLVLSTGGAAERAGVPPGARLLEVNGLWQSGQQVTLLVAGPEVEEQCRQLGLPLAAPLAEGWALPTKPRCLHLEKGPQGFGFLLREEKGLDGRPGQFLWEVDPGLPAKKAGMQAGDRLVAV.... Result: 0 (the proteins do not interact). (7) Protein 1 (ENSG00000180370) has sequence MSDNGELEDKPPAPPVRMSSTIFSTGGKDPLSANHSLKPLPSVPEEKKPRHKIISIFSGTEKGSKKKEKERPEISPPSDFEHTIHVGFDAVTGEFTGMPEQWARLLQTSNITKLEQKKNPQAVLDVLKFYDSNTVKQKYLSFTPPEKDGFPSGTPALNAKGTEAPAVVTEEEDDDEETAPPVIAPRPDHTKSIYTRSVIDPVPAPVGDSHVDGAAKSLDKQKKKTKMTDEEIMEKLRTIVSIGDPKKKYTRYEKIGQGASGTVFTATDVALGQEVAIKQINLQKQPKKELIINEILVMKE.... Protein 2 (ENSG00000100227) has sequence MADISLDELIRKRGAAAKGRLNARPGVGGVRSRVGIQQGLLSQSTRTATFQQRFDARQKIGLSDARLKLGVKDAREKLLQKDARFRIKGKVQDAREMLNSRKQQTTVPQKPRQVADAREKISLKRSSPAAFINPPIGTVTPALKLTKTIQVPQQKAMAPLHPHPAGMRINVVNNHQAKQNLYDLDEDDDGIASVPTKQMKFAASGGFLHHMAGLSSSKLSMSKALPLTKVVQNDAYTAPALPSSIRTKALTNMSRTLVNKEEPPKELPAAEPVLSPLEGTKMTVNNLHPRVTEEDIVELF.... Result: 0 (the proteins do not interact).